Task: Predict which catalyst facilitates the given reaction.. Dataset: Catalyst prediction with 721,799 reactions and 888 catalyst types from USPTO Reactant: [NH2:1][C:2]1[N:3]=[C:4](SC)[C:5]2[N:10]=[C:9]([CH2:11][C:12]3[CH:17]=[CH:16][C:15]([F:18])=[CH:14][CH:13]=3)[S:8][C:6]=2[N:7]=1.[OH-].[Na+].[CH2:23](I)[CH3:24].ClC1C=C(C=CC=1)C(OO)=O.[NH:37]1[CH2:42][CH2:41][NH:40][CH2:39][CH2:38]1.[Cl:43][C:44]1[CH:54]=[CH:53][C:47]([O:48][CH2:49][C:50](Cl)=[O:51])=[CH:46][CH:45]=1.C(N(C(C)C)CC)(C)C. Product: [NH2:1][C:2]1[N:3]=[C:4]([N:37]2[CH2:42][CH2:41][N:40]([C:50](=[O:51])[CH2:49][O:48][C:47]3[CH:53]=[CH:54][C:44]([Cl:43])=[CH:45][CH:46]=3)[CH2:39][CH2:38]2)[C:5]2[N:10]=[C:9]([CH:11]([C:12]3[CH:17]=[CH:16][C:15]([F:18])=[CH:14][CH:13]=3)[CH2:23][CH3:24])[S:8][C:6]=2[N:7]=1. The catalyst class is: 16.